This data is from Buchwald-Hartwig C-N cross coupling reaction yields with 55,370 reactions. The task is: Predict the reaction yield, written as a fraction of the theoretical maximum amount of product (1.0 means a 100% yield; for example, 0.34 means a 34% yield). (1) The reactants are Clc1cccnc1.Cc1ccc(N)cc1.O=S(=O)(O[Pd]1c2ccccc2-c2ccccc2N~1)C(F)(F)F.COc1ccc(OC)c(P(C(C)(C)C)C(C)(C)C)c1-c1c(C(C)C)cc(C(C)C)cc1C(C)C.CCN=P(N=P(N(C)C)(N(C)C)N(C)C)(N(C)C)N(C)C.c1ccc(CN(Cc2ccccc2)c2ccno2)cc1. No catalyst specified. The product is Cc1ccc(Nc2cccnc2)cc1. The yield is 0.135. (2) The reactants are Ic1ccccn1.Cc1ccc(N)cc1.O=S(=O)(O[Pd]1c2ccccc2-c2ccccc2N~1)C(F)(F)F.COc1ccc(OC)c(P(C(C)(C)C)C(C)(C)C)c1-c1c(C(C)C)cc(C(C)C)cc1C(C)C.CN(C)C(=NC(C)(C)C)N(C)C.c1ccc(-c2ccno2)cc1. The yield is 0.834. No catalyst specified. The product is Cc1ccc(Nc2ccccn2)cc1.